This data is from TCR-epitope binding with 47,182 pairs between 192 epitopes and 23,139 TCRs. The task is: Binary Classification. Given a T-cell receptor sequence (or CDR3 region) and an epitope sequence, predict whether binding occurs between them. (1) The epitope is KTWGQYWQV. The TCR CDR3 sequence is CASTRDIEAFF. Result: 0 (the TCR does not bind to the epitope). (2) The epitope is DRFYKTLRAEQASQEV. The TCR CDR3 sequence is CASSQDSRDRVYSNQPQHF. Result: 0 (the TCR does not bind to the epitope). (3) The epitope is ISDYDYYRY. The TCR CDR3 sequence is CASSQGVGNTIYF. Result: 0 (the TCR does not bind to the epitope). (4) The epitope is KTSVDCTMYI. The TCR CDR3 sequence is CSARARRGELTDTQYF. Result: 0 (the TCR does not bind to the epitope). (5) The epitope is YLNTLTLAV. The TCR CDR3 sequence is CASRLTRGYNEQFF. Result: 0 (the TCR does not bind to the epitope). (6) The epitope is YEGNSPFHPL. The TCR CDR3 sequence is CASSLWLSQPQHF. Result: 0 (the TCR does not bind to the epitope). (7) The TCR CDR3 sequence is CSVYMGLTGELFF. Result: 0 (the TCR does not bind to the epitope). The epitope is SEVGPEHSLAEY. (8) The epitope is RPRGEVRFL. The TCR CDR3 sequence is CASRVQGRDNEQFF. Result: 1 (the TCR binds to the epitope). (9) The epitope is SEETGTLIV. The TCR CDR3 sequence is CASRTSGTLYEQYF. Result: 0 (the TCR does not bind to the epitope). (10) The epitope is LPRRSGAAGA. The TCR CDR3 sequence is CATSRVAGEEQFF. Result: 1 (the TCR binds to the epitope).